This data is from Catalyst prediction with 721,799 reactions and 888 catalyst types from USPTO. The task is: Predict which catalyst facilitates the given reaction. Reactant: Br[CH2:2][C:3]1[CH:10]=[CH:9][C:6]([C:7]#[N:8])=[CH:5][C:4]=1[O:11][CH3:12].[C:13]([SiH2:17][O:18][C:19]([CH3:45])([CH3:44])[C:20]1[N:21]=[CH:22][N:23](C(C2C=CC=CC=2)(C2C=CC=CC=2)C2C=CC=CC=2)[CH:24]=1)([CH3:16])([CH3:15])[CH3:14]. Product: [C:13]([SiH2:17][O:18][C:19]([CH3:45])([CH3:44])[C:20]1[N:21]([CH2:2][C:3]2[CH:10]=[CH:9][C:6]([C:7]#[N:8])=[CH:5][C:4]=2[O:11][CH3:12])[CH:22]=[N:23][CH:24]=1)([CH3:16])([CH3:14])[CH3:15]. The catalyst class is: 10.